Dataset: Forward reaction prediction with 1.9M reactions from USPTO patents (1976-2016). Task: Predict the product of the given reaction. (1) The product is: [ClH:29].[CH3:1][N:2]([CH2:9][CH2:10][O:11][C:12]1[CH:25]=[CH:24][C:15]([CH2:16][CH:17]2[S:21][C:20](=[O:22])[NH:19][C:18]2=[O:23])=[CH:14][CH:13]=1)[C:3]1[CH:8]=[CH:7][CH:6]=[CH:5][N:4]=1. Given the reactants [CH3:1][N:2]([CH2:9][CH2:10][O:11][C:12]1[CH:25]=[CH:24][C:15]([CH2:16][CH:17]2[S:21][C:20](=[O:22])[NH:19][C:18]2=[O:23])=[CH:14][CH:13]=1)[C:3]1[CH:8]=[CH:7][CH:6]=[CH:5][N:4]=1.C(#N)C.[ClH:29], predict the reaction product. (2) Given the reactants [C:1]1([CH2:9][OH:10])(CO)CCCCC1.[O:11]=[C:12]=[N:13]C1CC(C)(C)CC(C)(CN=C=O)C1.[C:27]([O:31]CCO)(=[O:30])[CH:28]=[CH2:29].C([O-])(=O)CCCCCCCCCCC.C([O-])(=O)CCCCCCCCCCC.C([Sn+2]CCCC)CCC, predict the reaction product. The product is: [C:27]([OH:31])(=[O:30])[CH:28]=[CH2:29].[NH2:13][C:12]([O:10][CH2:9][CH3:1])=[O:11]. (3) Given the reactants [Cl:1][C:2]1[CH:3]=[C:4]2[CH:10]=[C:9]([C:11]([NH:13][C@@H:14]([CH2:20][C:21]3[CH:26]=[CH:25][CH:24]=[CH:23][CH:22]=3)[C@@H:15]([OH:19])[C:16](O)=[O:17])=[O:12])[NH:8][C:5]2=[CH:6][N:7]=1.[OH:27][C@H:28]1[C@@H:32]([OH:33])[CH2:31][NH:30][CH2:29]1.C1C=CC2N(O)N=NC=2C=1.CCN(C(C)C)C(C)C.CCN=C=NCCCN(C)C, predict the reaction product. The product is: [CH2:20]([C@H:14]([NH:13][C:11]([C:9]1[NH:8][C:5]2=[CH:6][N:7]=[C:2]([Cl:1])[CH:3]=[C:4]2[CH:10]=1)=[O:12])[C@@H:15]([OH:19])[C:16]([N:30]1[CH2:31][C@H:32]([OH:33])[C@H:28]([OH:27])[CH2:29]1)=[O:17])[C:21]1[CH:22]=[CH:23][CH:24]=[CH:25][CH:26]=1. (4) Given the reactants [N:1]1[C:10]2[C:5](=[CH:6][CH:7]=[CH:8][CH:9]=2)[C:4](O)=[CH:3][CH:2]=1.O=P(Cl)(Cl)[Cl:14], predict the reaction product. The product is: [Cl:14][C:4]1[C:5]2[C:10](=[CH:9][CH:8]=[CH:7][CH:6]=2)[N:1]=[CH:2][CH:3]=1. (5) Given the reactants [CH2:1]([O:3][CH:4]([O:10][CH2:11][CH3:12])[C:5]([O:7]CC)=O)[CH3:2].[OH-].[Na+].S(Cl)(Cl)=O.[Br:19][C:20]1[CH:27]=[CH:26][CH:25]=[CH:24][C:21]=1[CH2:22][NH2:23], predict the reaction product. The product is: [Br:19][C:20]1[CH:27]=[CH:26][CH:25]=[CH:24][C:21]=1[CH2:22][NH:23][C:5](=[O:7])[CH:4]([O:3][CH2:1][CH3:2])[O:10][CH2:11][CH3:12]. (6) Given the reactants NC1N=CC(N2CCN(C(OC(C)(C)C)=O)CC2)=CC=1.[CH3:21][C@@H:22]1[N:27]([C:28]2[CH:29]=[N:30][C:31]([N+:34]([O-])=O)=[CH:32][CH:33]=2)[CH2:26][CH2:25][N:24]([C:37]([O:39][C:40]([CH3:43])([CH3:42])[CH3:41])=[O:38])[CH2:23]1, predict the reaction product. The product is: [C:40]([O:39][C:37]([N:24]1[CH2:25][CH2:26][N:27]([C:28]2[CH:29]=[N:30][C:31]([NH2:34])=[CH:32][CH:33]=2)[C@@H:22]([CH3:21])[CH2:23]1)=[O:38])([CH3:43])([CH3:41])[CH3:42]. (7) Given the reactants [Cl:1][C:2]1[CH:7]=[CH:6][C:5]([C:8](=[O:18])[NH:9][CH2:10][C:11]2[CH:16]=[CH:15][CH:14]=[C:13]([Cl:17])[CH:12]=2)=[CH:4][C:3]=1[NH:19][C:20]([C:22]1[C:35](=[O:36])[NH:34][C:25]2[N:26]=[C:27](S(C)(=O)=O)[N:28]=[CH:29][C:24]=2[CH:23]=1)=[O:21].[N:37]1([C:43]([O:45][C:46]([CH3:49])([CH3:48])[CH3:47])=[O:44])[CH2:42][CH2:41][NH:40][CH2:39][CH2:38]1.CN(C)C=O.[OH-].[Na+], predict the reaction product. The product is: [Cl:1][C:2]1[CH:7]=[CH:6][C:5]([C:8](=[O:18])[NH:9][CH2:10][C:11]2[CH:16]=[CH:15][CH:14]=[C:13]([Cl:17])[CH:12]=2)=[CH:4][C:3]=1[NH:19][C:20]([C:22]1[C:35](=[O:36])[NH:34][C:25]2[N:26]=[C:27]([N:40]3[CH2:39][CH2:38][N:37]([C:43]([O:45][C:46]([CH3:49])([CH3:48])[CH3:47])=[O:44])[CH2:42][CH2:41]3)[N:28]=[CH:29][C:24]=2[CH:23]=1)=[O:21].